Dataset: Serine/threonine kinase 33 screen with 319,792 compounds. Task: Binary Classification. Given a drug SMILES string, predict its activity (active/inactive) in a high-throughput screening assay against a specified biological target. (1) The compound is Fc1c(CN2CC(NC(=O)CCn3nnnc3)CCC2)cccc1. The result is 0 (inactive). (2) The result is 0 (inactive). The drug is S(CCN1CCOCC1)c1nc(cc(c1C#N)C)C. (3) The compound is Brc1c(NP(=O)(N(CC)CC)c2c(NC(=O)c3occc3)cc(N(C)C)cc2)ccc(c1)C. The result is 0 (inactive). (4) The molecule is S(C(=S)N1CCCC1)CC(=O)Nc1ccc(cc1)C(=O)C. The result is 0 (inactive). (5) The compound is O=C(N1CCN(CC1)c1ccc(C2=NNC(=O)CC2C)cc1)Cc1ccc(OC)cc1. The result is 0 (inactive). (6) The result is 0 (inactive). The drug is S(=O)(=O)(CC(=O)N1CCN(CC1)CC)Cc1nc(oc1C)c1c(cccc1)C.